Dataset: Forward reaction prediction with 1.9M reactions from USPTO patents (1976-2016). Task: Predict the product of the given reaction. Given the reactants C(N(S(F)(F)[F:7])CC)C.[C:10]([O:14][C:15]([N:17]1[CH2:21][CH2:20][CH2:19][C@H:18]1[CH2:22][NH:23][C:24]1[C:25]([O:36][C:37]2[CH:42]=[CH:41][C:40]([CH2:43]O)=[CH:39][CH:38]=2)=[N:26][C:27]([C:30]2[CH:31]=[N:32][CH:33]=[CH:34][CH:35]=2)=[N:28][CH:29]=1)=[O:16])([CH3:13])([CH3:12])[CH3:11], predict the reaction product. The product is: [C:10]([O:14][C:15]([N:17]1[CH2:21][CH2:20][CH2:19][C@H:18]1[CH2:22][NH:23][C:24]1[C:25]([O:36][C:37]2[CH:42]=[CH:41][C:40]([CH2:43][F:7])=[CH:39][CH:38]=2)=[N:26][C:27]([C:30]2[CH:31]=[N:32][CH:33]=[CH:34][CH:35]=2)=[N:28][CH:29]=1)=[O:16])([CH3:13])([CH3:12])[CH3:11].